This data is from Full USPTO retrosynthesis dataset with 1.9M reactions from patents (1976-2016). The task is: Predict the reactants needed to synthesize the given product. (1) Given the product [O:15]=[C:1]1[C:9]2[C:8]3[CH:10]=[CH:11][CH:12]=[CH:13][C:7]=3[CH:6]=[CH:5][C:4]=2[N:3]([C:16]([O:18][C:19]([CH3:22])([CH3:21])[CH3:20])=[O:17])[C:2]1=[O:14], predict the reactants needed to synthesize it. The reactants are: [C:1]1(=[O:15])[C:9]2[C:8]3[CH:10]=[CH:11][CH:12]=[CH:13][C:7]=3[CH:6]=[CH:5][C:4]=2[NH:3][C:2]1=[O:14].[C:16](O[C:16]([O:18][C:19]([CH3:22])([CH3:21])[CH3:20])=[O:17])([O:18][C:19]([CH3:22])([CH3:21])[CH3:20])=[O:17].C(#N)C. (2) Given the product [CH3:6][O:5][C:1](=[O:4])[CH2:2][S:3][CH:15]([CH3:16])[CH2:14][C:13]([O:18][CH3:19])=[O:17], predict the reactants needed to synthesize it. The reactants are: [C:1]([O:5][CH3:6])(=[O:4])[CH2:2][SH:3].N1CCCCC1.[C:13]([O:18][CH3:19])(=[O:17])/[CH:14]=[CH:15]/[CH3:16]. (3) Given the product [Cl:1][C:2]1[CH:11]=[C:10]([Cl:12])[C:9]2[C:4](=[CH:5][CH:6]=[CH:7][C:8]=2[O:18][CH3:17])[N:3]=1, predict the reactants needed to synthesize it. The reactants are: [Cl:1][C:2]1[CH:11]=[C:10]([Cl:12])[C:9]2[C:4](=[CH:5][C:6](OC)=[CH:7][CH:8]=2)[N:3]=1.N1CC[O:18][CH2:17]C1.CCN(C(C)C)C(C)C. (4) Given the product [F:7][C:8]1[CH:13]=[CH:12][CH:11]=[CH:10][C:9]=1[C:14]1[CH:22]=[CH:21][C:17]([CH2:18][OH:19])=[CH:16][CH:15]=1, predict the reactants needed to synthesize it. The reactants are: [H-].[H-].[H-].[H-].[Li+].[Al+3].[F:7][C:8]1[CH:13]=[CH:12][CH:11]=[CH:10][C:9]=1[C:14]1[CH:22]=[CH:21][C:17]([C:18](O)=[O:19])=[CH:16][CH:15]=1.O.[OH-].[K+].